From a dataset of Forward reaction prediction with 1.9M reactions from USPTO patents (1976-2016). Predict the product of the given reaction. (1) Given the reactants [131I][131I].[CH3:3][C:4]1[C:5]([C:9]([O:11][CH2:12][CH3:13])=[O:10])=[N:6][NH:7][N:8]=1.[CH3:14][O:15][CH2:16][CH2:17]Br, predict the reaction product. The product is: [CH3:14][O:15][CH2:16][CH2:17][N:7]1[N:6]=[C:5]([C:9]([O:11][CH2:12][CH3:13])=[O:10])[C:4]([CH3:3])=[N:8]1. (2) Given the reactants [OH:1][C:2]([CH2:7][CH3:8])([CH2:5][CH3:6])[C:3]#[CH:4].C([Li])CCC.[Br:14]Br.CCOCC, predict the reaction product. The product is: [Br:14][C:4]#[C:3][C:2]([OH:1])([CH2:7][CH3:8])[CH2:5][CH3:6].